The task is: Regression. Given two drug SMILES strings and cell line genomic features, predict the synergy score measuring deviation from expected non-interaction effect.. This data is from NCI-60 drug combinations with 297,098 pairs across 59 cell lines. (1) Drug 1: CN(CC1=CN=C2C(=N1)C(=NC(=N2)N)N)C3=CC=C(C=C3)C(=O)NC(CCC(=O)O)C(=O)O. Drug 2: CC1=CC=C(C=C1)C2=CC(=NN2C3=CC=C(C=C3)S(=O)(=O)N)C(F)(F)F. Cell line: TK-10. Synergy scores: CSS=2.94, Synergy_ZIP=0.310, Synergy_Bliss=-3.07, Synergy_Loewe=-55.4, Synergy_HSA=-5.84. (2) Drug 1: C1=CC=C(C=C1)NC(=O)CCCCCCC(=O)NO. Drug 2: CC1C(C(CC(O1)OC2CC(CC3=C2C(=C4C(=C3O)C(=O)C5=C(C4=O)C(=CC=C5)OC)O)(C(=O)CO)O)N)O.Cl. Cell line: SK-MEL-5. Synergy scores: CSS=60.0, Synergy_ZIP=-4.97, Synergy_Bliss=-0.378, Synergy_Loewe=-9.66, Synergy_HSA=2.54.